Task: Predict the product of the given reaction.. Dataset: Forward reaction prediction with 1.9M reactions from USPTO patents (1976-2016) Given the reactants Br[C:2]1[CH:7]=[CH:6][C:5]([NH:8]C(=O)OC(C)(C)C)=[CH:4][C:3]=1[O:16][C:17]([F:20])([F:19])[F:18].[C:21]([Cu])#[N:22].Cl, predict the reaction product. The product is: [NH2:8][C:5]1[CH:6]=[CH:7][C:2]([C:21]#[N:22])=[C:3]([O:16][C:17]([F:18])([F:19])[F:20])[CH:4]=1.